Dataset: Catalyst prediction with 721,799 reactions and 888 catalyst types from USPTO. Task: Predict which catalyst facilitates the given reaction. (1) Reactant: CO[C:3]([C:5]1[N:6]=[C:7]([C:23]#[N:24])[C:8]2[C:13]([C:14]=1[OH:15])=[CH:12][CH:11]=[C:10]([O:16][C:17]1[CH:22]=[CH:21][CH:20]=[CH:19][CH:18]=1)[CH:9]=2)=[O:4].[CH3:25][O:26][C:27]([C:29]1([CH2:33][NH2:34])[CH2:32][CH2:31][CH2:30]1)=[O:28]. Product: [CH3:25][O:26][C:27]([C:29]1([CH2:33][NH:34][C:3]([C:5]2[N:6]=[C:7]([C:23]#[N:24])[C:8]3[C:13]([C:14]=2[OH:15])=[CH:12][CH:11]=[C:10]([O:16][C:17]2[CH:22]=[CH:21][CH:20]=[CH:19][CH:18]=2)[CH:9]=3)=[O:4])[CH2:32][CH2:31][CH2:30]1)=[O:28]. The catalyst class is: 5. (2) Reactant: [H-].[Al+3].[Li+].[H-].[H-].[H-].[C:7]1([CH2:17][C:18](O)=[O:19])[CH:12]=[CH:11][CH:10]=[C:9]([CH2:13][C:14](O)=[O:15])[CH:8]=1. Product: [C:9]1([CH2:13][CH2:14][OH:15])[CH:10]=[CH:11][CH:12]=[C:7]([CH2:17][CH2:18][OH:19])[CH:8]=1. The catalyst class is: 1. (3) Reactant: Cl.[NH2:2][N:3]=[CH:4][C:5]1[CH:10]=[CH:9][C:8]([C:11]2[CH2:15][C:14]3([CH2:20][CH2:19][N:18]([CH2:21][C:22]([O:24]CC)=[O:23])[CH2:17][CH2:16]3)[O:13][N:12]=2)=[CH:7][CH:6]=1.[OH-].[Na+].C(O)(=O)C.O. Product: [NH2:2][N:3]=[CH:4][C:5]1[CH:10]=[CH:9][C:8]([C:11]2[CH2:15][C:14]3([CH2:16][CH2:17][N:18]([CH2:21][C:22]([OH:24])=[O:23])[CH2:19][CH2:20]3)[O:13][N:12]=2)=[CH:7][CH:6]=1. The catalyst class is: 8. (4) Reactant: [CH2:1]([O:3][C:4]([N:6]1[CH2:11][CH2:10][N:9]([C:12](=[O:42])[C@@H:13]([NH:22][C:23]([C:25]2[CH:34]=[C:33]([O:35][C@H:36]([C:38]([OH:40])=O)[CH3:37])[C:32]3[C:27](=[CH:28][C:29]([CH3:41])=[CH:30][CH:31]=3)[N:26]=2)=[O:24])[CH2:14][C:15]([O:17][C:18]([CH3:21])([CH3:20])[CH3:19])=[O:16])[CH2:8][CH2:7]1)=[O:5])[CH3:2].C(Cl)CCl.FC1C(O)=C(F)C(F)=C(F)C=1F.FC(F)(F)C(O)=O.[CH:66]1([NH:71][C:72]([C@@H:74]2[CH2:78][CH2:77][CH2:76][NH:75]2)=[O:73])[CH2:70][CH2:69][CH2:68][CH2:67]1. Product: [CH2:1]([O:3][C:4]([N:6]1[CH2:7][CH2:8][N:9]([C:12](=[O:42])[C@@H:13]([NH:22][C:23]([C:25]2[CH:34]=[C:33]([O:35][C@@H:36]([CH3:37])[C:38]([N:75]3[CH2:76][CH2:77][CH2:78][C@H:74]3[C:72](=[O:73])[NH:71][CH:66]3[CH2:67][CH2:68][CH2:69][CH2:70]3)=[O:40])[C:32]3[C:27](=[CH:28][C:29]([CH3:41])=[CH:30][CH:31]=3)[N:26]=2)=[O:24])[CH2:14][C:15]([O:17][C:18]([CH3:20])([CH3:21])[CH3:19])=[O:16])[CH2:10][CH2:11]1)=[O:5])[CH3:2]. The catalyst class is: 18. (5) Reactant: [CH2:1]([N:3]1[C:7]2[N:8]=[C:9]([C:18]3[CH:23]=[CH:22][C:21]([NH:24][C:25]([NH:27][C:28]4[CH:29]=[CH:30][C:31]([C:34]([O:36]C)=[O:35])=[N:32][CH:33]=4)=[O:26])=[CH:20][CH:19]=3)[N:10]=[C:11]([N:12]3[CH2:17][CH2:16][O:15][CH2:14][CH2:13]3)[C:6]=2[N:5]=[N:4]1)[CH3:2].[OH-].[Na+].Cl. Product: [CH2:1]([N:3]1[C:7]2[N:8]=[C:9]([C:18]3[CH:23]=[CH:22][C:21]([NH:24][C:25]([NH:27][C:28]4[CH:29]=[CH:30][C:31]([C:34]([OH:36])=[O:35])=[N:32][CH:33]=4)=[O:26])=[CH:20][CH:19]=3)[N:10]=[C:11]([N:12]3[CH2:17][CH2:16][O:15][CH2:14][CH2:13]3)[C:6]=2[N:5]=[N:4]1)[CH3:2]. The catalyst class is: 41. (6) Reactant: [Cl:1][C:2]1[C:6]([Cl:7])=[C:5]([CH3:8])[NH:4][C:3]=1[C:9]([NH:11][CH:12]1[CH2:17][CH2:16][N:15]([C:18]2[S:19][CH:20]=[CH:21][N:22]=2)[CH2:14][CH2:13]1)=[O:10].Cl[S:24]([OH:27])(=[O:26])=[O:25].O. Product: [Cl:1][C:2]1[C:6]([Cl:7])=[C:5]([CH3:8])[NH:4][C:3]=1[C:9]([NH:11][CH:12]1[CH2:13][CH2:14][N:15]([C:18]2[S:19][C:20]([S:24]([OH:27])(=[O:26])=[O:25])=[CH:21][N:22]=2)[CH2:16][CH2:17]1)=[O:10]. The catalyst class is: 2. (7) Reactant: [CH:1]1[CH:2]=[CH:3][C:4]2N(O)N=[N:7][C:5]=2C=1.CC[N:13]=[C:14]=[N:15]CCCN(C)C.Cl.[CH:23]([C:26]1[CH:34]=[CH:33][C:29]([C:30]([OH:32])=O)=[CH:28][CH:27]=1)([CH3:25])[CH3:24].C(=O)([O-])O.[Na+].C[N:41](C=O)C. Product: [CH3:25][CH:23]([C:26]1[CH:27]=[CH:28][C:29]([C:30]2[O:32][N:15]=[C:14]([C:4]3[C:5]([NH2:7])=[N:41][CH:1]=[CH:2][CH:3]=3)[N:13]=2)=[CH:33][CH:34]=1)[CH3:24]. The catalyst class is: 6. (8) Reactant: [H-].[Na+].[C:3]1(=[O:10])[NH:8][C:7](=[O:9])[CH2:6][CH2:5][CH2:4]1.Br[CH2:12][CH2:13][O:14][C:15]1[CH:24]=[C:23]2[C:18]([C:19]([NH:25][C:26]3[CH:31]=[CH:30][C:29]([Cl:32])=[CH:28][C:27]=3[F:33])=[N:20][CH:21]=[N:22]2)=[CH:17][C:16]=1[O:34][CH3:35]. Product: [Cl:32][C:29]1[CH:30]=[CH:31][C:26]([NH:25][C:19]2[C:18]3[C:23](=[CH:24][C:15]([O:14][CH2:13][CH2:12][N:8]4[C:7](=[O:9])[CH2:6][CH2:5][CH2:4][C:3]4=[O:10])=[C:16]([O:34][CH3:35])[CH:17]=3)[N:22]=[CH:21][N:20]=2)=[C:27]([F:33])[CH:28]=1. The catalyst class is: 3. (9) Reactant: C(O[C:5](=[O:7])C)(=O)C.C(O)=O.N[C:12]1[CH:20]=[C:19]2[C:15]([C:16](=CC3NC4CCN(CCN(CC)CC)C(=O)C=4C=3C)[C:17](=[O:21])[NH:18]2)=[CH:14][C:13]=1[F:41].[NH:42]1CCCCC1. Product: [F:41][C:13]1[CH:14]=[C:15]2[C:19](=[C:20]([NH:42][CH:5]=[O:7])[CH:12]=1)[NH:18][C:17](=[O:21])[CH2:16]2. The catalyst class is: 7. (10) Reactant: [C:1]([CH:4]([CH2:7][CH:8]=[C:9]([CH3:11])[CH3:10])[CH2:5][OH:6])([CH3:3])=[CH2:2].C(N(CC)CC)C.C1(C)C=CC=CC=1.[CH3:26][S:27](Cl)(=[O:29])=[O:28]. Product: [CH3:26][S:27]([O:6][CH2:5][CH:4]([C:1]([CH3:3])=[CH2:2])[CH2:7][CH:8]=[C:9]([CH3:11])[CH3:10])(=[O:29])=[O:28]. The catalyst class is: 6.